Dataset: TCR-epitope binding with 47,182 pairs between 192 epitopes and 23,139 TCRs. Task: Binary Classification. Given a T-cell receptor sequence (or CDR3 region) and an epitope sequence, predict whether binding occurs between them. (1) The epitope is SFHSLHLLF. The TCR CDR3 sequence is CASSLDRGNIQYF. Result: 1 (the TCR binds to the epitope). (2) The epitope is SSNVANYQK. The TCR CDR3 sequence is CASSPGWGPGEQYF. Result: 0 (the TCR does not bind to the epitope). (3) The epitope is FPPTSFGPL. The TCR CDR3 sequence is CASLSADGELFF. Result: 1 (the TCR binds to the epitope). (4) The epitope is FLPRVFSAV. The TCR CDR3 sequence is CASSPEQRQGRQPQHF. Result: 1 (the TCR binds to the epitope). (5) The epitope is KLSYGIATV. The TCR CDR3 sequence is CASLRLGIDQETQYF. Result: 0 (the TCR does not bind to the epitope). (6) The epitope is FLNGSCGSV. The TCR CDR3 sequence is CASSLASTGGNTEAFF. Result: 1 (the TCR binds to the epitope).